From a dataset of Peptide-MHC class II binding affinity with 134,281 pairs from IEDB. Regression. Given a peptide amino acid sequence and an MHC pseudo amino acid sequence, predict their binding affinity value. This is MHC class II binding data. (1) The peptide sequence is TEYKLTESIDNILVK. The MHC is HLA-DPA10301-DPB10402 with pseudo-sequence HLA-DPA10301-DPB10402. The binding affinity (normalized) is 0.423. (2) The peptide sequence is RGGMVAPLYGVEGTK. The MHC is HLA-DQA10501-DQB10302 with pseudo-sequence HLA-DQA10501-DQB10302. The binding affinity (normalized) is 0.434. (3) The peptide sequence is SYVHVNGAKFIDTQN. The MHC is HLA-DPA10201-DPB10501 with pseudo-sequence HLA-DPA10201-DPB10501. The binding affinity (normalized) is 0.283. (4) The peptide sequence is IRDKVQKEYALFYKLDVV. The MHC is DRB3_0101 with pseudo-sequence DRB3_0101. The binding affinity (normalized) is 0.576.